From a dataset of Full USPTO retrosynthesis dataset with 1.9M reactions from patents (1976-2016). Predict the reactants needed to synthesize the given product. (1) Given the product [NH2:20][C:19]1[C:18]([F:24])=[C:17]([C:9]2[N:10]=[C:11]([C:13]([CH3:16])([CH3:15])[CH3:14])[S:12][C:8]=2[C:6]2[CH:5]=[CH:4][N:3]=[C:2]([NH2:25])[N:7]=2)[CH:23]=[CH:22][CH:21]=1, predict the reactants needed to synthesize it. The reactants are: Cl[C:2]1[N:7]=[C:6]([C:8]2[S:12][C:11]([C:13]([CH3:16])([CH3:15])[CH3:14])=[N:10][C:9]=2[C:17]2[C:18]([F:24])=[C:19]([CH:21]=[CH:22][CH:23]=2)[NH2:20])[CH:5]=[CH:4][N:3]=1.[NH4+:25].[OH-].O1CCOCC1. (2) The reactants are: [CH2:1]([C:8]1[C:12]2[CH:13]=[C:14]([CH3:18])[CH:15]=[C:16]([Br:17])[C:11]=2[O:10][CH:9]=1)[C:2]1[CH:7]=[CH:6][CH:5]=[CH:4][CH:3]=1.P(Cl)(Cl)(Cl)=O.[OH-].[Na+].CN([CH:29]=[O:30])C. Given the product [CH2:1]([C:8]1[C:12]2[CH:13]=[C:14]([CH3:18])[CH:15]=[C:16]([Br:17])[C:11]=2[O:10][C:9]=1[CH:29]=[O:30])[C:2]1[CH:3]=[CH:4][CH:5]=[CH:6][CH:7]=1, predict the reactants needed to synthesize it. (3) Given the product [N+:11](=[C:15]([C:16](=[O:17])[CH3:18])[C:14]([O:20][CH2:21][CH3:22])=[O:19])=[N-:12], predict the reactants needed to synthesize it. The reactants are: S([N:11]=[N+:12]=[N-])(C1C=CC(C)=CC=1)(=O)=O.[C:14]([O:20][CH2:21][CH3:22])(=[O:19])[CH2:15][C:16]([CH3:18])=[O:17].